Dataset: Catalyst prediction with 721,799 reactions and 888 catalyst types from USPTO. Task: Predict which catalyst facilitates the given reaction. (1) Reactant: [N+:1]([C:4]1[C:5]([CH:14]=[O:15])=[CH:6][CH:7]=[C:8]2[C:13]=1[N:12]=[CH:11][CH:10]=[CH:9]2)([O-:3])=[O:2].Br[Mg][C:18]1[CH:23]=[CH:22][C:21]([C:24]([F:27])([F:26])[F:25])=[CH:20][CH:19]=1. Product: [N+:1]([C:4]1[C:5]([CH:14]([C:18]2[CH:23]=[CH:22][C:21]([C:24]([F:27])([F:26])[F:25])=[CH:20][CH:19]=2)[OH:15])=[CH:6][CH:7]=[C:8]2[C:13]=1[N:12]=[CH:11][CH:10]=[CH:9]2)([O-:3])=[O:2]. The catalyst class is: 1. (2) Reactant: [NH2:1][CH:2]1[CH2:14][O:13][C:12]2[CH:11]=[CH:10][C:9]3[CH2:8][NH:7][C:6](=[O:15])[C:5]=3[C:4]=2[CH2:3]1.[F:16][C:17]1[CH:18]=[C:19]2[C:23](=[CH:24][CH:25]=1)[NH:22][CH:21]=[C:20]2[CH2:26][CH2:27][CH2:28][CH:29]=O.C(O)(=O)C.[BH3-]C#N.[Na+]. Product: [F:16][C:17]1[CH:18]=[C:19]2[C:23](=[CH:24][CH:25]=1)[NH:22][CH:21]=[C:20]2[CH2:26][CH2:27][CH2:28][CH2:29][NH:1][CH:2]1[CH2:14][O:13][C:12]2[CH:11]=[CH:10][C:9]3[CH2:8][NH:7][C:6](=[O:15])[C:5]=3[C:4]=2[CH2:3]1. The catalyst class is: 5. (3) Reactant: [Br:1][C:2]1[C:3]([F:9])=[C:4]([OH:8])[CH:5]=[CH:6][CH:7]=1.[CH2:10]([O:12][C:13](=[O:17])[C:14]#[C:15][CH3:16])[CH3:11].N12CCCN=C1CCCCC2. Product: [CH2:10]([O:12][C:13](=[O:17])/[CH:14]=[C:15](/[O:8][C:4]1[CH:5]=[CH:6][CH:7]=[C:2]([Br:1])[C:3]=1[F:9])\[CH3:16])[CH3:11]. The catalyst class is: 7. (4) Reactant: [CH:1]1([C:4]2[CH:9]=[C:8]([CH2:10][N:11]3[CH2:14][C:13]4([CH2:18][C:17]([N:19]5[CH2:24][CH2:23][C:22]([CH3:30])([C:25]([O:27][CH2:28][CH3:29])=[O:26])[CH2:21][CH2:20]5)=[N:16][O:15]4)[CH2:12]3)[C:7](OS(C(F)(F)F)(=O)=O)=[CH:6][C:5]=2[C:39]2[CH:44]=[CH:43][C:42]([F:45])=[CH:41][CH:40]=2)[CH2:3][CH2:2]1.O.[CH3:47][N:48](C=O)C. Product: [C:47]([C:7]1[C:8]([CH2:10][N:11]2[CH2:12][C:13]3([CH2:18][C:17]([N:19]4[CH2:24][CH2:23][C:22]([CH3:30])([C:25]([O:27][CH2:28][CH3:29])=[O:26])[CH2:21][CH2:20]4)=[N:16][O:15]3)[CH2:14]2)=[CH:9][C:4]([CH:1]2[CH2:3][CH2:2]2)=[C:5]([C:39]2[CH:40]=[CH:41][C:42]([F:45])=[CH:43][CH:44]=2)[CH:6]=1)#[N:48]. The catalyst class is: 507. (5) Reactant: [CH3:1][C:2]1[CH:7]=[C:6]([CH3:8])[CH:5]=[C:4]([CH3:9])[C:3]=1[N:10]=[C:11]=[O:12].[NH2:13][C:14]1[CH:15]=[C:16]([C:35]2[CH:40]=[CH:39][C:38]([O:41][CH3:42])=[CH:37][CH:36]=2)[CH:17]=[CH:18][C:19]=1[C:20]([NH:22][C:23]1([C:31]([O:33][CH3:34])=[O:32])[CH2:30][CH2:29][CH2:28][CH2:27][CH2:26][CH2:25][CH2:24]1)=[O:21].CCCCCC.C(OCC)(=O)C. Product: [CH3:42][O:41][C:38]1[CH:37]=[CH:36][C:35]([C:16]2[CH:17]=[CH:18][C:19]([C:20]([NH:22][C:23]3([C:31]([O:33][CH3:34])=[O:32])[CH2:30][CH2:29][CH2:28][CH2:27][CH2:26][CH2:25][CH2:24]3)=[O:21])=[C:14]([NH:13][C:11]([NH:10][C:3]3[C:2]([CH3:1])=[CH:7][C:6]([CH3:8])=[CH:5][C:4]=3[CH3:9])=[O:12])[CH:15]=2)=[CH:40][CH:39]=1. The catalyst class is: 17. (6) Reactant: [C@:1]12([CH3:30])[C:7]([CH3:9])([CH3:8])[CH:4]([CH2:5][CH2:6]1)[CH2:3][CH:2]2[C:10]([O:12][CH:13]([C:18]1[CH:23]=[C:22]([O:24][CH3:25])[C:21]([I:26])=[CH:20][C:19]=1[N+:27]([O-:29])=[O:28])[C:14]([CH3:17])([CH3:16])[CH3:15])=[O:11]. Product: [C@:1]12([CH3:30])[C:7]([CH3:8])([CH3:9])[CH:4]([CH2:5][CH2:6]1)[CH2:3][CH:2]2[C:10]([O:12][C@@H:13]([C:18]1[CH:23]=[C:22]([O:24][CH3:25])[C:21]([I:26])=[CH:20][C:19]=1[N+:27]([O-:29])=[O:28])[C:14]([CH3:15])([CH3:16])[CH3:17])=[O:11]. The catalyst class is: 8. (7) Reactant: [F:1][C:2]([F:18])([F:17])[C:3]1[NH:4][CH2:5][C:6]([C:14](O)=[O:15])(C2C=CC=CC=2)[N:7]=1.Cl.Cl.C([CH2:23][C:24]1[CH:25]=[C:26]([N:30]2[CH2:35][CH2:34][NH:33][CH2:32][CH2:31]2)[CH:27]=[CH:28][CH:29]=1)#N.Cl.C[N:38](C)CCCN=C=NCC.O.ON1[C:54]2[CH:55]=[CH:56][CH:57]=[CH:58][C:53]=2N=N1. Product: [F:1][C:2]([F:18])([F:17])[C:3]1[NH:7][C:6]([C:14]([N:33]2[CH2:32][CH2:31][N:30]([C:26]3[CH:25]=[C:24]([CH:29]=[CH:28][CH:27]=3)[C:23]#[N:38])[CH2:35][CH2:34]2)=[O:15])=[C:5]([C:53]2[CH:58]=[CH:57][CH:56]=[CH:55][CH:54]=2)[N:4]=1. The catalyst class is: 66.